This data is from Forward reaction prediction with 1.9M reactions from USPTO patents (1976-2016). The task is: Predict the product of the given reaction. Given the reactants [CH3:1][O:2][C:3]1[CH:8]=[CH:7][C:6]([O:9][CH3:10])=[CH:5][C:4]=1[C:11]1[C:20]2[C:15](=[CH:16][C:17]([O:21][CH3:22])=[CH:18][CH:19]=2)[C:14](=O)[NH:13][N:12]=1.P(Cl)(Cl)([Cl:26])=O, predict the reaction product. The product is: [Cl:26][C:14]1[C:15]2[C:20](=[CH:19][CH:18]=[C:17]([O:21][CH3:22])[CH:16]=2)[C:11]([C:4]2[CH:5]=[C:6]([O:9][CH3:10])[CH:7]=[CH:8][C:3]=2[O:2][CH3:1])=[N:12][N:13]=1.